This data is from NCI-60 drug combinations with 297,098 pairs across 59 cell lines. The task is: Regression. Given two drug SMILES strings and cell line genomic features, predict the synergy score measuring deviation from expected non-interaction effect. (1) Drug 1: CCN(CC)CCNC(=O)C1=C(NC(=C1C)C=C2C3=C(C=CC(=C3)F)NC2=O)C. Drug 2: C1CN(P(=O)(OC1)NCCCl)CCCl. Cell line: NCI-H522. Synergy scores: CSS=-9.60, Synergy_ZIP=4.15, Synergy_Bliss=0.0594, Synergy_Loewe=-9.86, Synergy_HSA=-10.1. (2) Synergy scores: CSS=26.2, Synergy_ZIP=-3.80, Synergy_Bliss=1.57, Synergy_Loewe=-1.95, Synergy_HSA=4.40. Drug 2: CCC1(CC2CC(C3=C(CCN(C2)C1)C4=CC=CC=C4N3)(C5=C(C=C6C(=C5)C78CCN9C7C(C=CC9)(C(C(C8N6C=O)(C(=O)OC)O)OC(=O)C)CC)OC)C(=O)OC)O.OS(=O)(=O)O. Drug 1: C1=CC(=CC=C1CC(C(=O)O)N)N(CCCl)CCCl.Cl. Cell line: IGROV1. (3) Drug 1: CC1=C(C=C(C=C1)NC2=NC=CC(=N2)N(C)C3=CC4=NN(C(=C4C=C3)C)C)S(=O)(=O)N.Cl. Drug 2: B(C(CC(C)C)NC(=O)C(CC1=CC=CC=C1)NC(=O)C2=NC=CN=C2)(O)O. Cell line: HOP-62. Synergy scores: CSS=6.34, Synergy_ZIP=0.202, Synergy_Bliss=3.39, Synergy_Loewe=1.45, Synergy_HSA=1.34. (4) Drug 1: C1=CC(=CC=C1CC(C(=O)O)N)N(CCCl)CCCl.Cl. Drug 2: C1=CC=C(C(=C1)C(C2=CC=C(C=C2)Cl)C(Cl)Cl)Cl. Cell line: EKVX. Synergy scores: CSS=-2.56, Synergy_ZIP=-0.105, Synergy_Bliss=0.218, Synergy_Loewe=-2.69, Synergy_HSA=-1.72. (5) Drug 1: CC12CCC(CC1=CCC3C2CCC4(C3CC=C4C5=CN=CC=C5)C)O. Drug 2: CC1=C(N=C(N=C1N)C(CC(=O)N)NCC(C(=O)N)N)C(=O)NC(C(C2=CN=CN2)OC3C(C(C(C(O3)CO)O)O)OC4C(C(C(C(O4)CO)O)OC(=O)N)O)C(=O)NC(C)C(C(C)C(=O)NC(C(C)O)C(=O)NCCC5=NC(=CS5)C6=NC(=CS6)C(=O)NCCC[S+](C)C)O. Cell line: SR. Synergy scores: CSS=61.4, Synergy_ZIP=-6.47, Synergy_Bliss=-9.35, Synergy_Loewe=-14.2, Synergy_HSA=-6.48. (6) Drug 1: CCCS(=O)(=O)NC1=C(C(=C(C=C1)F)C(=O)C2=CNC3=C2C=C(C=N3)C4=CC=C(C=C4)Cl)F. Drug 2: C1=CN(C=N1)CC(O)(P(=O)(O)O)P(=O)(O)O. Cell line: COLO 205. Synergy scores: CSS=22.5, Synergy_ZIP=-6.30, Synergy_Bliss=-7.74, Synergy_Loewe=-34.1, Synergy_HSA=-9.63. (7) Cell line: OVCAR3. Synergy scores: CSS=-14.4, Synergy_ZIP=13.3, Synergy_Bliss=15.4, Synergy_Loewe=-24.0, Synergy_HSA=-17.7. Drug 2: CC12CCC3C(C1CCC2OP(=O)(O)O)CCC4=C3C=CC(=C4)OC(=O)N(CCCl)CCCl.[Na+]. Drug 1: C1CC(=O)NC(=O)C1N2C(=O)C3=CC=CC=C3C2=O. (8) Drug 1: CC(C1=C(C=CC(=C1Cl)F)Cl)OC2=C(N=CC(=C2)C3=CN(N=C3)C4CCNCC4)N. Drug 2: C1=CC(=CC=C1CCC2=CNC3=C2C(=O)NC(=N3)N)C(=O)NC(CCC(=O)O)C(=O)O. Cell line: SN12C. Synergy scores: CSS=30.7, Synergy_ZIP=4.36, Synergy_Bliss=5.31, Synergy_Loewe=7.21, Synergy_HSA=7.80. (9) Drug 2: CS(=O)(=O)CCNCC1=CC=C(O1)C2=CC3=C(C=C2)N=CN=C3NC4=CC(=C(C=C4)OCC5=CC(=CC=C5)F)Cl. Synergy scores: CSS=56.0, Synergy_ZIP=7.95, Synergy_Bliss=7.62, Synergy_Loewe=-18.0, Synergy_HSA=7.60. Cell line: 786-0. Drug 1: CC1=C2C(C(=O)C3(C(CC4C(C3C(C(C2(C)C)(CC1OC(=O)C(C(C5=CC=CC=C5)NC(=O)OC(C)(C)C)O)O)OC(=O)C6=CC=CC=C6)(CO4)OC(=O)C)OC)C)OC.